From a dataset of Full USPTO retrosynthesis dataset with 1.9M reactions from patents (1976-2016). Predict the reactants needed to synthesize the given product. (1) Given the product [CH3:1][O:2][CH2:3][C:4]1[CH:9]=[C:8]([C:10]([OH:12])=[O:11])[CH:7]=[CH:6][C:5]=1[C:14]1[CH:19]=[CH:18][CH:17]=[CH:16][C:15]=1[CH3:20], predict the reactants needed to synthesize it. The reactants are: [CH3:1][O:2][CH2:3][C:4]1[CH:9]=[C:8]([C:10]([O:12]C)=[O:11])[CH:7]=[CH:6][C:5]=1[C:14]1[CH:19]=[CH:18][CH:17]=[CH:16][C:15]=1[CH3:20].[OH-].[Na+].O. (2) The reactants are: [Cl:1][C:2]1[CH:3]=[C:4]([CH:7]=[C:8]([O:10][C:11]2[C:16](=[O:17])[N:15]([CH2:18][C:19]3[C:20]([O:26][CH3:27])=[N:21][C:22](Cl)=[N:23][CH:24]=3)[CH:14]=[N:13][C:12]=2[C:28]([F:31])([F:30])[F:29])[CH:9]=1)[C:5]#[N:6].CC1(C)C(C)(C)OB([C:40]2[CH:45]=[CH:44][N:43]=[C:42]3[NH:46][CH:47]=[CH:48][C:41]=23)O1.C(=O)([O-])[O-].[K+].[K+].O. Given the product [Cl:1][C:2]1[CH:3]=[C:4]([CH:7]=[C:8]([O:10][C:11]2[C:16](=[O:17])[N:15]([CH2:18][C:19]3[C:20]([O:26][CH3:27])=[N:21][C:22]([C:40]4[CH:45]=[CH:44][N:43]=[C:42]5[NH:46][CH:47]=[CH:48][C:41]=45)=[N:23][CH:24]=3)[CH:14]=[N:13][C:12]=2[C:28]([F:31])([F:30])[F:29])[CH:9]=1)[C:5]#[N:6], predict the reactants needed to synthesize it. (3) The reactants are: C[Mg]Br.C([O:6][CH2:7][CH3:8])C.[CH2:9]([NH:11][CH2:12][CH3:13])[CH3:10].[Cl:14][C:15]1[CH:16]=[C:17]([CH:20]=[CH:21][C:22]=1[CH2:23][S:24][C:25]1[N:30]=[C:29](O)[CH:28]=C(C)[N:26]=1)[C:18]#[N:19]. Given the product [Cl:14][C:15]1[CH:16]=[C:17]([C:18](=[NH:19])[N:11]([CH2:12][CH3:13])[CH2:9][CH3:10])[CH:20]=[CH:21][C:22]=1[CH2:23][S:24][C:25]1[N:26]=[C:7]([OH:6])[CH:8]=[C:29]([CH3:28])[N:30]=1, predict the reactants needed to synthesize it.